This data is from Peptide-MHC class I binding affinity with 185,985 pairs from IEDB/IMGT. The task is: Regression. Given a peptide amino acid sequence and an MHC pseudo amino acid sequence, predict their binding affinity value. This is MHC class I binding data. The peptide sequence is ADSEITETY. The MHC is HLA-B44:02 with pseudo-sequence HLA-B44:02. The binding affinity (normalized) is 0.188.